Dataset: Catalyst prediction with 721,799 reactions and 888 catalyst types from USPTO. Task: Predict which catalyst facilitates the given reaction. (1) Reactant: [CH3:1][Si]([N-][Si](C)(C)C)(C)C.[K+].[Br:11][C:12]1[CH:13]=[C:14]([C:18]2([CH:33]=O)[CH2:22][CH2:21][N:20]([C:23]([O:25][CH2:26][C:27]3[CH:32]=[CH:31][CH:30]=[CH:29][CH:28]=3)=[O:24])[CH2:19]2)[CH:15]=[CH:16][CH:17]=1. Product: [Br:11][C:12]1[CH:13]=[C:14]([C:18]2([CH:33]=[CH2:1])[CH2:22][CH2:21][N:20]([C:23]([O:25][CH2:26][C:27]3[CH:32]=[CH:31][CH:30]=[CH:29][CH:28]=3)=[O:24])[CH2:19]2)[CH:15]=[CH:16][CH:17]=1. The catalyst class is: 1. (2) Reactant: [Br-].[Br:2][C:3]1[CH:28]=[CH:27][C:6]([CH2:7][P+](C2C=CC=CC=2)(C2C=CC=CC=2)C2C=CC=CC=2)=[CH:5][CH:4]=1.[H-].[Na+].[Cl:31][C:32]1[CH:39]=[CH:38][C:35]([CH:36]=O)=[CH:34][CH:33]=1. Product: [Br:2][C:3]1[CH:4]=[CH:5][C:6]([CH:7]=[CH:36][C:35]2[CH:38]=[CH:39][C:32]([Cl:31])=[CH:33][CH:34]=2)=[CH:27][CH:28]=1. The catalyst class is: 3.